From a dataset of Reaction yield outcomes from USPTO patents with 853,638 reactions. Predict the reaction yield, written as a fraction of the theoretical maximum amount of product (1.0 means a 100% yield; for example, 0.34 means a 34% yield). The product is [CH3:11][O:10][C:4]1[CH:5]=[C:6]([O:8][CH3:9])[N:7]=[C:2]([C:19]#[C:18][C:12]2[CH:17]=[CH:16][CH:15]=[CH:14][CH:13]=2)[N:3]=1. The yield is 0.460. The catalyst is [N+](CCCC)(CCCC)(CCCC)CCCC.[I-].CN(C=O)C.Cl[Pd](Cl)([P](C1C=CC=CC=1)(C1C=CC=CC=1)C1C=CC=CC=1)[P](C1C=CC=CC=1)(C1C=CC=CC=1)C1C=CC=CC=1.[Cu]I. The reactants are Cl[C:2]1[N:7]=[C:6]([O:8][CH3:9])[CH:5]=[C:4]([O:10][CH3:11])[N:3]=1.[C:12]1([C:18]#[CH:19])[CH:17]=[CH:16][CH:15]=[CH:14][CH:13]=1.CCCCCC.C(OCC)(=O)C.